Dataset: Forward reaction prediction with 1.9M reactions from USPTO patents (1976-2016). Task: Predict the product of the given reaction. (1) Given the reactants C(Cl)CCl.[NH2:5][C:6]1[N:11]=[CH:10][C:9](/[CH:12]=[CH:13]/[C:14]([OH:16])=O)=[CH:8][CH:7]=1.C([N:20]1[C:28]2[C:23](=[CH:24][CH:25]=[CH:26][CH:27]=2)[C:22]([CH2:29][NH:30][CH3:31])=[CH:21]1)(=O)C.C1C=CC2N(O)N=NC=2C=1.O.C(N(C(C)C)CC)(C)C, predict the reaction product. The product is: [NH2:5][C:6]1[N:11]=[CH:10][C:9](/[CH:12]=[CH:13]/[C:14]([N:30]([CH2:29][C:22]2[C:23]3[C:28](=[CH:27][CH:26]=[CH:25][CH:24]=3)[NH:20][CH:21]=2)[CH3:31])=[O:16])=[CH:8][CH:7]=1. (2) Given the reactants Cl.[O:2]=[CH:3][C@@H:4]([C@@H:6]([C@@H:8]([CH2:10][OH:11])[OH:9])[OH:7])[OH:5].[C:12]([O-])(O)=O.[Na+].[CH3:17][CH2:18][C:19](=O)[CH2:20][CH3:21], predict the reaction product. The product is: [CH2:18]([C:19]1([CH2:20][CH3:21])[O:9][C@H:8]2[CH:10]([O:11][CH3:12])[O:5][C@H:4]([CH2:3][OH:2])[C@H:6]2[O:7]1)[CH3:17]. (3) Given the reactants [Br:1][C:2]1[CH:8]=[CH:7][C:5]([NH2:6])=[C:4]([F:9])[C:3]=1[F:10].[C:11]([N:19]=[C:20]=[S:21])(=[O:18])[C:12]1[CH:17]=[CH:16][CH:15]=[CH:14][CH:13]=1, predict the reaction product. The product is: [Br:1][C:2]1[CH:8]=[CH:7][C:5]([NH:6][C:20]([NH:19][C:11](=[O:18])[C:12]2[CH:13]=[CH:14][CH:15]=[CH:16][CH:17]=2)=[S:21])=[C:4]([F:9])[C:3]=1[F:10]. (4) Given the reactants [Br:1][C:2]1[C:7]([O:8][CH2:9][C@@H:10]([NH:15]C(=O)OC(C)(C)C)[CH2:11][CH:12]([CH3:14])[CH3:13])=[CH:6][C:5]2[O:23][CH:24]([C:31]([F:34])([F:33])[F:32])[C:25]3[C:30]([C:4]=2[CH:3]=1)=[CH:29][CH:28]=[N:27][CH:26]=3.C(O)(C(F)(F)F)=O, predict the reaction product. The product is: [Br:1][C:2]1[C:7]([O:8][CH2:9][C@@H:10]([NH2:15])[CH2:11][CH:12]([CH3:14])[CH3:13])=[CH:6][C:5]2[O:23][CH:24]([C:31]([F:33])([F:34])[F:32])[C:25]3[C:30]([C:4]=2[CH:3]=1)=[CH:29][CH:28]=[N:27][CH:26]=3. (5) The product is: [CH3:1][O:2][C:3]1[C:4]2[N:5]([C:11](=[O:12])[NH:10][N:9]=2)[CH:6]=[CH:7][CH:8]=1. Given the reactants [CH3:1][O:2][C:3]1[C:4]([NH:9][NH2:10])=[N:5][CH:6]=[CH:7][CH:8]=1.[C:11](N1C=CN=C1)(N1C=CN=C1)=[O:12], predict the reaction product. (6) Given the reactants [C:1]([O:7][CH2:8][CH3:9])(=[O:6])[CH2:2][C:3]([CH3:5])=[O:4].[H-].[Na+].[Cl:12][C:13]1[CH:14]=[C:15]([CH:18]=[CH:19][C:20]=1[Cl:21])[CH2:16]Br.C(OCC)(=O)C, predict the reaction product. The product is: [C:3]([CH:2]([CH2:16][C:15]1[CH:18]=[CH:19][C:20]([Cl:21])=[C:13]([Cl:12])[CH:14]=1)[C:1]([O:7][CH2:8][CH3:9])=[O:6])(=[O:4])[CH3:5]. (7) Given the reactants Br[C:2]1[CH:3]=[CH:4][C:5]([C:8]([NH:10][CH2:11][CH2:12][C:13]([O:15][CH2:16][CH3:17])=[O:14])=[O:9])=[N:6][CH:7]=1.[CH:18]([C:20]1[CH:25]=[CH:24][C:23]([O:26][CH3:27])=[CH:22][C:21]=1B(O)O)=[O:19].C([O-])([O-])=O.[K+].[K+].O, predict the reaction product. The product is: [CH:18]([C:20]1[CH:25]=[CH:24][C:23]([O:26][CH3:27])=[CH:22][C:21]=1[C:2]1[CH:3]=[CH:4][C:5]([C:8]([NH:10][CH2:11][CH2:12][C:13]([O:15][CH2:16][CH3:17])=[O:14])=[O:9])=[N:6][CH:7]=1)=[O:19]. (8) Given the reactants [CH3:1][C:2]1([CH3:19])[C:10]2[C:5](=[CH:6][C:7]([N+:15]([O-:17])=[O:16])=[C:8]([NH:11]C(=O)C)[CH:9]=2)[NH:4][C:3]1=[O:18].I[CH2:21][CH2:22][C:23]#[C:24][CH3:25].C([O-])([O-])=O.[K+].[K+], predict the reaction product. The product is: [NH2:11][C:8]1[CH:9]=[C:10]2[C:5](=[CH:6][C:7]=1[N+:15]([O-:17])=[O:16])[N:4]([CH2:25][CH2:24][C:23]#[C:22][CH3:21])[C:3](=[O:18])[C:2]2([CH3:1])[CH3:19].